Dataset: Full USPTO retrosynthesis dataset with 1.9M reactions from patents (1976-2016). Task: Predict the reactants needed to synthesize the given product. (1) The reactants are: C=O.[Cl:3][C:4]1[CH:15]=[C:14]2[C:7]([NH:8][C:9]([CH2:16][CH3:17])=[C:10]2[CH2:11][CH2:12]N)=[CH:6][CH:5]=1.[C:18]([BH3-])#[N:19].[Na+].[C:22]([O-])([O-])=O.[K+].[K+]. Given the product [Cl:3][C:4]1[CH:15]=[C:14]2[C:7]([NH:8][C:9]([CH2:16][CH3:17])=[C:10]2[CH2:11][CH2:12][N:19]([CH3:18])[CH3:22])=[CH:6][CH:5]=1, predict the reactants needed to synthesize it. (2) Given the product [CH2:2]=[CH:1][O:3][CH:4]=[CH2:5].[CH:7]1[C:6](=[O:12])[O:11][C:9](=[O:10])[CH:8]=1, predict the reactants needed to synthesize it. The reactants are: [CH:1]([O:3][CH:4]=[CH2:5])=[CH2:2].[C:6]1(=[O:12])[O:11][C:9](=[O:10])[CH:8]=[CH:7]1.CC(N=NC(C#N)(C)C)(C#N)C. (3) Given the product [CH3:1][CH:2]1[O:7][C:6]2[C:8]([CH2:26][CH2:27][CH3:28])=[CH:9][C:10]([CH2:12][N:13]3[CH2:14][CH2:15][NH:16][CH2:17][CH2:18]3)=[CH:11][C:5]=2[NH:4][C:3]1=[O:29], predict the reactants needed to synthesize it. The reactants are: [CH3:1][CH:2]1[O:7][C:6]2[C:8]([CH2:26][CH2:27][CH3:28])=[CH:9][C:10]([CH2:12][N:13]3[CH2:18][CH2:17][N:16](C(OC(C)(C)C)=O)[CH2:15][CH2:14]3)=[CH:11][C:5]=2[NH:4][C:3]1=[O:29].C(O)(C(F)(F)F)=O. (4) Given the product [Cl:26][C:20]1[CH:21]=[C:22]([Cl:25])[CH:23]=[CH:24][C:19]=1[CH:5]([C:6]([OH:18])([C:11]1[CH:16]=[N:15][CH:14]=[C:13]([CH3:17])[N:12]=1)[C:7]([F:9])([F:8])[F:10])[CH2:4][C:3]([OH:27])=[O:2], predict the reactants needed to synthesize it. The reactants are: C[O:2][C:3](=[O:27])[CH2:4][CH:5]([C:19]1[CH:24]=[CH:23][C:22]([Cl:25])=[CH:21][C:20]=1[Cl:26])[C:6]([OH:18])([C:11]1[CH:16]=[N:15][CH:14]=[C:13]([CH3:17])[N:12]=1)[C:7]([F:10])([F:9])[F:8].[OH-].[Na+]. (5) The reactants are: Cl[C:2]1[C:11]2[C:6](=[CH:7][C:8]([F:12])=[CH:9][CH:10]=2)[N:5]=[C:4]([C:13]2[CH:18]=[CH:17][CH:16]=[CH:15][N:14]=2)[C:3]=1[CH3:19].[I:20][C:21]1[CH:29]=[C:28]2[C:24]([C:25]([CH3:31])([CH3:30])[CH2:26][NH:27]2)=[CH:23][CH:22]=1.Cl.O1CCOCC1. Given the product [F:12][C:8]1[CH:7]=[C:6]2[C:11]([C:2]([N:27]3[C:28]4[C:24](=[CH:23][CH:22]=[C:21]([I:20])[CH:29]=4)[C:25]([CH3:31])([CH3:30])[CH2:26]3)=[C:3]([CH3:19])[C:4]([C:13]3[CH:18]=[CH:17][CH:16]=[CH:15][N:14]=3)=[N:5]2)=[CH:10][CH:9]=1, predict the reactants needed to synthesize it.